From a dataset of NCI-60 drug combinations with 297,098 pairs across 59 cell lines. Regression. Given two drug SMILES strings and cell line genomic features, predict the synergy score measuring deviation from expected non-interaction effect. Drug 1: CCC(=C(C1=CC=CC=C1)C2=CC=C(C=C2)OCCN(C)C)C3=CC=CC=C3.C(C(=O)O)C(CC(=O)O)(C(=O)O)O. Drug 2: CC1C(C(CC(O1)OC2CC(CC3=C2C(=C4C(=C3O)C(=O)C5=C(C4=O)C(=CC=C5)OC)O)(C(=O)CO)O)N)O.Cl. Cell line: NCI-H522. Synergy scores: CSS=46.2, Synergy_ZIP=1.54, Synergy_Bliss=3.74, Synergy_Loewe=-12.6, Synergy_HSA=4.68.